This data is from Full USPTO retrosynthesis dataset with 1.9M reactions from patents (1976-2016). The task is: Predict the reactants needed to synthesize the given product. Given the product [C:37]([O:36][CH2:35][CH2:34][N:7]1[C:8]2[C:13](=[CH:12][CH:11]=[C:10]([F:14])[CH:9]=2)[C:5]([C:3](=[O:4])[CH:2]([Cl:1])[C:15]2[CH:20]=[CH:19][CH:18]=[CH:17][CH:16]=2)=[CH:6]1)([CH3:40])([CH3:39])[CH3:38], predict the reactants needed to synthesize it. The reactants are: [Cl:1][CH:2]([C:15]1[CH:20]=[CH:19][CH:18]=[CH:17][CH:16]=1)[C:3]([C:5]1[C:13]2[C:8](=[CH:9][C:10]([F:14])=[CH:11][CH:12]=2)[NH:7][CH:6]=1)=[O:4].[H-].[Na+].CC1C=CC(S(O[CH2:34][CH2:35][O:36][C:37]([CH3:40])([CH3:39])[CH3:38])(=O)=O)=CC=1.